Dataset: Forward reaction prediction with 1.9M reactions from USPTO patents (1976-2016). Task: Predict the product of the given reaction. (1) Given the reactants C1OCCOCCOCCOCCOCCOC1.[CH3:19][O:20][C:21]([CH2:23]P(=O)(OCC(F)(F)F)OCC(F)(F)F)=[O:22].C[Si]([N-][Si](C)(C)C)(C)C.[K+].[CH:48]([C:50]1[CH:61]=[CH:60][CH:59]=[C:58]([C:62]([F:65])([F:64])[F:63])[C:51]=1[C:52]([O:54][CH:55]([CH3:57])[CH3:56])=[O:53])=O, predict the reaction product. The product is: [CH3:19][O:20][C:21](=[O:22])/[CH:23]=[CH:48]\[C:50]1[CH:61]=[CH:60][CH:59]=[C:58]([C:62]([F:65])([F:64])[F:63])[C:51]=1[C:52]([O:54][CH:55]([CH3:57])[CH3:56])=[O:53]. (2) Given the reactants CCN(C(C)C)C(C)C.[N:10]1[CH:15]=[CH:14][CH:13]=[C:12]([C:16]2[NH:20][N:19]=[C:18]([C:21]([OH:23])=O)[CH:17]=2)[CH:11]=1.C1C=CC2N(O)N=NC=2C=1.CCN=C=NCCCN(C)C.Cl.[NH2:46][CH2:47][C:48]([N:50]1[CH2:55][CH2:54][N:53]([C:56](=[O:68])[C:57]2[CH:62]=[C:61]([F:63])[CH:60]=[CH:59][C:58]=2[C:64]([F:67])([F:66])[F:65])[CH2:52][CH2:51]1)=[O:49].FC1C=CC(C(F)(F)F)=C(C=1)C(O)=O, predict the reaction product. The product is: [F:63][C:61]1[CH:60]=[CH:59][C:58]([C:64]([F:66])([F:65])[F:67])=[C:57]([CH:62]=1)[C:56]([N:53]1[CH2:54][CH2:55][N:50]([C:48](=[O:49])[CH2:47][NH:46][C:21]([C:18]2[CH:17]=[C:16]([C:12]3[CH:11]=[N:10][CH:15]=[CH:14][CH:13]=3)[NH:20][N:19]=2)=[O:23])[CH2:51][CH2:52]1)=[O:68]. (3) Given the reactants [Br:1][CH2:2][CH2:3][CH2:4][CH2:5][CH2:6][CH2:7][C:8]([O:10][CH2:11][CH3:12])=[O:9].[C:13]1([P:19]([C:26]2[CH:31]=[CH:30][CH:29]=[CH:28][CH:27]=2)[C:20]2[CH:25]=[CH:24][CH:23]=[CH:22][CH:21]=2)[CH:18]=[CH:17][CH:16]=[CH:15][CH:14]=1, predict the reaction product. The product is: [Br-:1].[C:8]([CH2:7][CH2:6][CH2:5][CH2:4][CH2:3][CH2:2][P+:19]([C:20]1[CH:21]=[CH:22][CH:23]=[CH:24][CH:25]=1)([C:26]1[CH:31]=[CH:30][CH:29]=[CH:28][CH:27]=1)[C:13]1[CH:14]=[CH:15][CH:16]=[CH:17][CH:18]=1)([O:10][CH2:11][CH3:12])=[O:9]. (4) Given the reactants CS(C)=O.Cl.[NH2:6][OH:7].C(N(CC)CC)C.[O:15]=[S:16]1(=[O:36])[C:22]2[CH:23]=[C:24]([O:27][C:28]3[CH:29]=[C:30]([CH:33]=[CH:34][CH:35]=3)[C:31]#[N:32])[CH:25]=[CH:26][C:21]=2[NH:20][CH2:19][CH2:18][NH:17]1, predict the reaction product. The product is: [O:36]=[S:16]1(=[O:15])[C:22]2[CH:23]=[C:24]([O:27][C:28]3[CH:29]=[C:30]([C:31](=[N:6][OH:7])[NH2:32])[CH:33]=[CH:34][CH:35]=3)[CH:25]=[CH:26][C:21]=2[NH:20][CH2:19][CH2:18][NH:17]1. (5) Given the reactants [CH3:1][C:2]1[N:3]([CH:14]2[CH2:19][CH2:18][O:17][CH2:16][CH2:15]2)[C:4]([C:7]2[CH:12]=[CH:11][N:10]=[C:9]([NH2:13])[N:8]=2)=[CH:5][N:6]=1.Br[C:21]1[CH:26]=[CH:25][C:24]([S:27]([N:30]2[CH2:35][CH2:34][N:33]([CH3:36])[CH2:32][CH2:31]2)(=[O:29])=[O:28])=[C:23]([Cl:37])[CH:22]=1.C([O-])([O-])=O.[Cs+].[Cs+].CC(C1C=C(C(C)C)C(C2C=CC=CC=2P(C2CCCCC2)C2CCCCC2)=C(C(C)C)C=1)C, predict the reaction product. The product is: [Cl:37][C:23]1[CH:22]=[C:21]([NH:13][C:9]2[N:8]=[C:7]([C:4]3[N:3]([CH:14]4[CH2:19][CH2:18][O:17][CH2:16][CH2:15]4)[C:2]([CH3:1])=[N:6][CH:5]=3)[CH:12]=[CH:11][N:10]=2)[CH:26]=[CH:25][C:24]=1[S:27]([N:30]1[CH2:31][CH2:32][N:33]([CH3:36])[CH2:34][CH2:35]1)(=[O:29])=[O:28]. (6) The product is: [Cl:57][C:41]1[CH:42]=[CH:43][CH:44]=[CH:45][C:40]=1[O:39][P:38](=[N:12][C@@H:13]([CH3:37])[C:14]([O:16][CH2:17][CH2:18][CH2:19][O:20][CH2:21][CH2:22][CH2:23][CH2:24][CH2:25][CH2:26][CH2:27][CH2:28][CH2:29][CH2:30][CH2:31][CH2:32][CH2:33][CH2:34][CH2:35][CH3:36])=[O:15])=[O:46]. Given the reactants S(C1C=CC(C)=CC=1)(O)(=O)=O.[NH2:12][C@@H:13]([CH3:37])[C:14]([O:16][CH2:17][CH2:18][CH2:19][O:20][CH2:21][CH2:22][CH2:23][CH2:24][CH2:25][CH2:26][CH2:27][CH2:28][CH2:29][CH2:30][CH2:31][CH2:32][CH2:33][CH2:34][CH2:35][CH3:36])=[O:15].[P:38](Cl)(Cl)(=[O:46])[O:39][C:40]1[CH:45]=[CH:44][CH:43]=[CH:42][CH:41]=1.CCN(CC)CC.C(Cl)[Cl:57], predict the reaction product.